This data is from Catalyst prediction with 721,799 reactions and 888 catalyst types from USPTO. The task is: Predict which catalyst facilitates the given reaction. (1) Reactant: Cl[C:2]1[N:7]=[C:6]([NH:8][CH:9]2[CH2:14][CH2:13][O:12][CH2:11][CH2:10]2)[C:5]([N+:15]([O-:17])=[O:16])=[C:4]([C:18]2[CH:23]=[CH:22][CH:21]=[CH:20][CH:19]=2)[N:3]=1.C(=O)([O-])[O-].[K+].[K+].[N:30]1[C:34]2[CH:35]=[CH:36][CH:37]=[CH:38][C:33]=2[NH:32][CH:31]=1. Product: [N:30]1([C:2]2[N:7]=[C:6]([NH:8][CH:9]3[CH2:14][CH2:13][O:12][CH2:11][CH2:10]3)[C:5]([N+:15]([O-:17])=[O:16])=[C:4]([C:18]3[CH:23]=[CH:22][CH:21]=[CH:20][CH:19]=3)[N:3]=2)[C:34]2[CH:35]=[CH:36][CH:37]=[CH:38][C:33]=2[N:32]=[CH:31]1. The catalyst class is: 56. (2) Reactant: [CH:1]1([NH:5][C:6]([C@@H:8]2[CH2:12][CH2:11][CH2:10][N:9]2[C:13](=[O:30])[CH2:14][O:15][C:16]2[N:20]([C:21]3[CH:26]=[CH:25][CH:24]=[CH:23][CH:22]=3)[N:19]=[C:18]([C:27](O)=[O:28])[CH:17]=2)=[O:7])[CH2:4][CH2:3][CH2:2]1.CCN(C(C)C)C(C)C.C1C=CC2N(O)N=NC=2C=1.[NH2:50][C@H:51]([C:61]([O:63][CH3:64])=[O:62])[CH2:52][CH2:53][C:54](=[O:60])[O:55][C:56]([CH3:59])([CH3:58])[CH3:57].Cl. Product: [CH3:64][O:63][C:61](=[O:62])[C@@H:51]([NH:50][C:27]([C:18]1[CH:17]=[C:16]([O:15][CH2:14][C:13]([N:9]2[CH2:10][CH2:11][CH2:12][C@H:8]2[C:6](=[O:7])[NH:5][CH:1]2[CH2:2][CH2:3][CH2:4]2)=[O:30])[N:20]([C:21]2[CH:26]=[CH:25][CH:24]=[CH:23][CH:22]=2)[N:19]=1)=[O:28])[CH2:52][CH2:53][C:54]([O:55][C:56]([CH3:57])([CH3:58])[CH3:59])=[O:60]. The catalyst class is: 607. (3) Reactant: [F:1][C:2]1[CH:3]=[C:4]([CH:26]=[CH:27][C:28]=1[O:29][CH3:30])[CH2:5][C:6]1[C:15]2[NH:16][C:17]3[CH:18]=[CH:19][CH:20]=[CH:21][C:22]=3[C:14]=2[C:13]2[C@@H:12]([OH:23])[CH2:11][C:10]([CH3:25])([CH3:24])[CH2:9][C:8]=2[N:7]=1.[NH:31]1[C:35](=[O:36])[CH2:34][CH2:33][C@H:32]1[C:37](O)=[O:38]. Product: [NH:31]1[C:35](=[O:36])[CH2:34][CH2:33][C@H:32]1[C:37]([O:23][C@H:12]1[CH2:11][C:10]([CH3:25])([CH3:24])[CH2:9][C:8]2[N:7]=[C:6]([CH2:5][C:4]3[CH:26]=[CH:27][C:28]([O:29][CH3:30])=[C:2]([F:1])[CH:3]=3)[C:15]3[NH:16][C:17]4[CH:18]=[CH:19][CH:20]=[CH:21][C:22]=4[C:14]=3[C:13]1=2)=[O:38]. The catalyst class is: 21. (4) Reactant: [Li+].[OH-].[C:3]([C@@H:7]1[NH:31][CH2:30][CH2:29][CH2:28][CH2:27][CH2:26][CH2:25][C:24]2[CH:32]=[C:20]([CH:21]=[CH:22][CH:23]=2)[C:19]2=[CH:33][C:15](=[CH:16][CH:17]=[CH:18]2)[CH2:14][O:13][C@H:12]2[CH2:34][N:9]([C@H:10]([C:35]([O:37]C)=[O:36])[CH2:11]2)[C:8]1=[O:39])([CH3:6])([CH3:5])[CH3:4]. Product: [C:3]([C@@H:7]1[NH:31][CH2:30][CH2:29][CH2:28][CH2:27][CH2:26][CH2:25][C:24]2[CH:32]=[C:20]([CH:21]=[CH:22][CH:23]=2)[C:19]2=[CH:33][C:15](=[CH:16][CH:17]=[CH:18]2)[CH2:14][O:13][C@H:12]2[CH2:34][N:9]([C@H:10]([C:35]([OH:37])=[O:36])[CH2:11]2)[C:8]1=[O:39])([CH3:6])([CH3:4])[CH3:5]. The catalyst class is: 636. (5) Reactant: [C:1]([CH:4]1[CH2:8][CH2:7][N:6]([C:9]([O:11][C:12]([CH3:15])([CH3:14])[CH3:13])=[O:10])[CH2:5]1)(=[S:3])[NH2:2].Cl[CH:17]([CH:20]=O)[CH:18]=[O:19].C(=O)([O-])[O-].[Mg+2]. Product: [CH:18]([C:17]1[S:3][C:1]([CH:4]2[CH2:8][CH2:7][N:6]([C:9]([O:11][C:12]([CH3:15])([CH3:14])[CH3:13])=[O:10])[CH2:5]2)=[N:2][CH:20]=1)=[O:19]. The catalyst class is: 12. (6) Reactant: [CH2:1]([O:3][C:4](=[O:21])[C:5]1[CH:13]=[C:12]([C:14](=[O:20])[N:15]([CH3:19])[CH2:16][CH2:17][CH3:18])[CH:11]=[C:7]([C:8]([OH:10])=O)[CH:6]=1)[CH3:2].Cl.CN(C)CCCN=C=[N:30][CH2:31][CH3:32].C1COCC1.[F-].C([N+:44](CCCC)(CCCC)CCCC)CCC. Product: [CH2:1]([O:3][C:4](=[O:21])[C:5]1[CH:6]=[C:7]([C:8]2[O:10][N:44]=[C:31]([CH3:32])[N:30]=2)[CH:11]=[C:12]([C:14]([N:15]([CH3:19])[CH2:16][CH2:17][CH3:18])=[O:20])[CH:13]=1)[CH3:2]. The catalyst class is: 4.